Dataset: Full USPTO retrosynthesis dataset with 1.9M reactions from patents (1976-2016). Task: Predict the reactants needed to synthesize the given product. (1) The reactants are: [CH2:1]([C:3]1([C:13]2[C:21]3[C:16](=[C:17]([NH2:22])[CH:18]=[CH:19][CH:20]=3)[NH:15][CH:14]=2)[C:11]2[C:6](=[CH:7][C:8]([F:12])=[CH:9][CH:10]=2)[CH2:5][CH2:4]1)[CH3:2].[C:23](OC(=O)C)(=[O:25])[CH3:24]. Given the product [CH2:1]([C:3]1([C:13]2[C:21]3[C:16](=[C:17]([NH:22][C:23](=[O:25])[CH3:24])[CH:18]=[CH:19][CH:20]=3)[NH:15][CH:14]=2)[C:11]2[C:6](=[CH:7][C:8]([F:12])=[CH:9][CH:10]=2)[CH2:5][CH2:4]1)[CH3:2], predict the reactants needed to synthesize it. (2) Given the product [CH3:3][O:4][CH2:5][CH2:6][O:7][CH2:8][CH2:9][O:10][C:21]([CH:23]1[C:36](=[O:37])[C:35]2[C:26](=[C:27]3[C:32](=[CH:33][CH:34]=2)[CH:31]=[CH:30][CH:29]=[N:28]3)[N:25]=[CH:24]1)=[O:22], predict the reactants needed to synthesize it. The reactants are: [H-].[Na+].[CH3:3][O:4][CH2:5][CH2:6][O:7][CH2:8][CH2:9][OH:10].CN(C=O)C.N1([C:21]([CH:23]2[C:36](=[O:37])[C:35]3[C:26](=[C:27]4[C:32](=[CH:33][CH:34]=3)[CH:31]=[CH:30][CH:29]=[N:28]4)[N:25]=[CH:24]2)=[O:22])C=CN=C1. (3) Given the product [CH2:2]([C@@H:5]([N:17]=[C:18]=[O:19])[C:6]1[CH:7]=[CH:8][C:9]([O:12][C:13]([F:15])([F:16])[F:14])=[CH:10][CH:11]=1)[CH:3]=[CH2:4], predict the reactants needed to synthesize it. The reactants are: Cl.[CH2:2]([C@@H:5]([NH2:17])[C:6]1[CH:11]=[CH:10][C:9]([O:12][C:13]([F:16])([F:15])[F:14])=[CH:8][CH:7]=1)[CH:3]=[CH2:4].[C:18](Cl)(Cl)=[O:19]. (4) Given the product [ClH:25].[ClH:27].[ClH:25].[CH3:22][CH:19]1[CH2:18][CH2:17][N:16]([CH2:15][CH2:14][N:11]2[CH2:10][CH2:9][CH:8]([NH2:7])[CH2:13][CH2:12]2)[CH2:21][CH2:20]1, predict the reactants needed to synthesize it. The reactants are: C(OC(=O)[NH:7][CH:8]1[CH2:13][CH2:12][N:11]([CH2:14][CH2:15][N:16]2[CH2:21][CH2:20][CH:19]([CH3:22])[CH2:18][CH2:17]2)[CH2:10][CH2:9]1)(C)(C)C.C(Cl)[Cl:25].[ClH:27]. (5) Given the product [Br:1][C:2]1[CH:7]=[CH:6][CH:5]=[CH:4][C:3]=1[S:8]([N:11]1[C:19]2[C:14](=[CH:15][CH:16]=[CH:17][CH:18]=2)[C:13]([CH2:20][N:22]2[CH2:23][CH2:24][N:25]([CH3:28])[CH2:26][CH2:27]2)=[CH:12]1)(=[O:10])=[O:9], predict the reactants needed to synthesize it. The reactants are: [Br:1][C:2]1[CH:7]=[CH:6][CH:5]=[CH:4][C:3]=1[S:8]([N:11]1[C:19]2[C:14](=[CH:15][CH:16]=[CH:17][CH:18]=2)[C:13]([C:20]([N:22]2[CH2:27][CH2:26][N:25]([CH3:28])[CH2:24][CH2:23]2)=O)=[CH:12]1)(=[O:10])=[O:9].[H-].[H-].[H-].[H-].[Li+].[Al+3]. (6) Given the product [O:1]=[C:2]([NH:7][C:8]1[CH:13]=[CH:12][CH:11]=[C:10]([C:14]([F:15])([F:16])[F:17])[CH:9]=1)[CH2:3][C:4]([O:6][CH2:19][C:20]1[CH:25]=[CH:24][CH:23]=[CH:22][CH:21]=1)=[O:5], predict the reactants needed to synthesize it. The reactants are: [O:1]=[C:2]([NH:7][C:8]1[CH:13]=[CH:12][CH:11]=[C:10]([C:14]([F:17])([F:16])[F:15])[CH:9]=1)[CH2:3][C:4]([O-:6])=[O:5].[Li+].[CH2:19](Br)[C:20]1[CH:25]=[CH:24][CH:23]=[CH:22][CH:21]=1. (7) Given the product [Br:34][CH2:21][C:23]([CH:14]1[CH2:15][CH:12]([S:9]([C:5]2[CH:6]=[CH:7][CH:8]=[C:3]([C:2]([F:20])([F:19])[F:1])[CH:4]=2)(=[O:11])=[O:10])[CH2:13]1)=[O:24], predict the reactants needed to synthesize it. The reactants are: [F:1][C:2]([F:20])([F:19])[C:3]1[CH:4]=[C:5]([S:9]([C@H:12]2[CH2:15][C@H:14](C(O)=O)[CH2:13]2)(=[O:11])=[O:10])[CH:6]=[CH:7][CH:8]=1.[C:21](Cl)([C:23](Cl)=[O:24])=O.[Si](C=[N+]=[N-])(C)(C)C.[BrH:34].